This data is from NCI-60 drug combinations with 297,098 pairs across 59 cell lines. The task is: Regression. Given two drug SMILES strings and cell line genomic features, predict the synergy score measuring deviation from expected non-interaction effect. (1) Drug 1: CC(C1=C(C=CC(=C1Cl)F)Cl)OC2=C(N=CC(=C2)C3=CN(N=C3)C4CCNCC4)N. Drug 2: CC1=C(C(=CC=C1)Cl)NC(=O)C2=CN=C(S2)NC3=CC(=NC(=N3)C)N4CCN(CC4)CCO. Cell line: CCRF-CEM. Synergy scores: CSS=49.8, Synergy_ZIP=1.29, Synergy_Bliss=-1.90, Synergy_Loewe=-3.67, Synergy_HSA=-3.46. (2) Drug 1: C1C(C(OC1N2C=C(C(=O)NC2=O)F)CO)O. Drug 2: COCCOC1=C(C=C2C(=C1)C(=NC=N2)NC3=CC=CC(=C3)C#C)OCCOC.Cl. Cell line: OVCAR3. Synergy scores: CSS=2.46, Synergy_ZIP=-5.82, Synergy_Bliss=-14.3, Synergy_Loewe=-6.05, Synergy_HSA=-11.8. (3) Drug 1: COC1=NC(=NC2=C1N=CN2C3C(C(C(O3)CO)O)O)N. Drug 2: C1C(C(OC1N2C=NC(=NC2=O)N)CO)O. Cell line: MDA-MB-435. Synergy scores: CSS=4.95, Synergy_ZIP=-0.827, Synergy_Bliss=0.325, Synergy_Loewe=0.00912, Synergy_HSA=-1.50. (4) Drug 1: C1=NC2=C(N1)C(=S)N=CN2. Drug 2: C1CNP(=O)(OC1)N(CCCl)CCCl. Cell line: A549. Synergy scores: CSS=21.0, Synergy_ZIP=-2.59, Synergy_Bliss=6.24, Synergy_Loewe=-5.96, Synergy_HSA=3.31. (5) Drug 1: COC1=CC(=CC(=C1O)OC)C2C3C(COC3=O)C(C4=CC5=C(C=C24)OCO5)OC6C(C(C7C(O6)COC(O7)C8=CC=CS8)O)O. Drug 2: CN(CCCl)CCCl.Cl. Cell line: T-47D. Synergy scores: CSS=32.2, Synergy_ZIP=-10.7, Synergy_Bliss=-5.19, Synergy_Loewe=-20.8, Synergy_HSA=-4.13. (6) Drug 1: C1C(C(OC1N2C=C(C(=O)NC2=O)F)CO)O. Drug 2: C1=NC2=C(N1)C(=S)N=CN2. Cell line: NCI-H322M. Synergy scores: CSS=24.2, Synergy_ZIP=1.43, Synergy_Bliss=3.06, Synergy_Loewe=-2.24, Synergy_HSA=-0.289. (7) Drug 1: C(=O)(N)NO. Drug 2: CN(CC1=CN=C2C(=N1)C(=NC(=N2)N)N)C3=CC=C(C=C3)C(=O)NC(CCC(=O)O)C(=O)O. Cell line: NCI-H522. Synergy scores: CSS=43.7, Synergy_ZIP=3.23, Synergy_Bliss=4.22, Synergy_Loewe=-47.5, Synergy_HSA=0.989. (8) Drug 1: CC1=C2C(C(=O)C3(C(CC4C(C3C(C(C2(C)C)(CC1OC(=O)C(C(C5=CC=CC=C5)NC(=O)OC(C)(C)C)O)O)OC(=O)C6=CC=CC=C6)(CO4)OC(=O)C)O)C)O. Drug 2: CC(C)CN1C=NC2=C1C3=CC=CC=C3N=C2N. Cell line: SK-MEL-28. Synergy scores: CSS=2.36, Synergy_ZIP=-0.869, Synergy_Bliss=-3.26, Synergy_Loewe=-3.77, Synergy_HSA=-4.57. (9) Drug 2: C1=NC2=C(N=C(N=C2N1C3C(C(C(O3)CO)O)O)F)N. Drug 1: COC1=C(C=C2C(=C1)N=CN=C2NC3=CC(=C(C=C3)F)Cl)OCCCN4CCOCC4. Cell line: SK-MEL-28. Synergy scores: CSS=25.9, Synergy_ZIP=-2.15, Synergy_Bliss=0.710, Synergy_Loewe=0.944, Synergy_HSA=2.46. (10) Drug 1: C1CN1C2=NC(=NC(=N2)N3CC3)N4CC4. Drug 2: C(=O)(N)NO. Cell line: SNB-19. Synergy scores: CSS=23.8, Synergy_ZIP=-9.32, Synergy_Bliss=-0.175, Synergy_Loewe=-8.95, Synergy_HSA=0.769.